The task is: Binary Classification. Given a miRNA mature sequence and a target amino acid sequence, predict their likelihood of interaction.. This data is from Experimentally validated miRNA-target interactions with 360,000+ pairs, plus equal number of negative samples. The protein sequence of the target gene is MALLGRAFFAGVSRLPCDPGPQRFFSFGTKTLYQSKDAPQSKFFQPVLKPMLPPDAFQGKVAFITGGGTGLGKAMTTFLSTLGAQCVIASRNIDVLKATAEEISSKTGNKVHAIRCDVRDPDMVHNTVLELIKVAGHPDVVINNAAGNFISPSERLTPNGWKTITDIVLNGTAYVTLEIGKQLIKAQKGAAFLAITTIYAESGSGFVMPSSSAKSGVEAMNKSLAAEWGRYGMRFNIIQPGPIKTKGAFSRLDPTGRFEKEMIDRIPCGRLGTMEELANLATFLCSDYASWINGAVIRFD.... Result: 0 (no interaction). The miRNA is hsa-miR-1322 with sequence GAUGAUGCUGCUGAUGCUG.